From a dataset of Antibody developability classification from SAbDab with 2,409 antibodies. Regression/Classification. Given an antibody's heavy chain and light chain sequences, predict its developability. TAP uses regression for 5 developability metrics; SAbDab uses binary classification. (1) The antibody is ['QVQLVQSGAEVKKPGASVKVSCKASGYTFTNYGLSWVRQAPGQGLEWMGWISANNGDTNYGQEFQGRVTMTTDTSTSTAYMELRSLRSDDTAVYYCARDSSSSWARWFFDLWGRGTLVTVSS', 'SYVLTQPPSVSVAPGKTARITCGGNIIGSKLVHWYQQKPGQAPVLVIYDDGDRPSGIPERFSGSNSGNTATLTISRVEAGDEADYYCQVWDTGSDPVVFGGGTKLTVL']. Result: 0 (not developable). (2) The antibody is ['QVQLQQPGAELVKPGASVKLSCKASGYTFTSDWIHWVKQRPGHGLEWIGEIIPSYGRANYNEKIQKKATLTADKSSSTAFMQLSSLTSEDSAVYYCARERGDGYFAVWGAGTTVTVSS', 'PROT_7E7F8549']. Result: 0 (not developable). (3) The antibody is ['QVQLVQSGAEVKKPGASVKVSCKASGYTFTSHWMHWVRQAPGQGLEWIGEFNPSNGRTNYNEKFKSKATMTVDTSTNTAYMELSSLRSEDTAVYYCASRDYDYDGRYFDYWGQGTLVTVSS', 'DIQMTQSPSSLSASVGDRVTITCSASSSVTYMYWYQQKPGKAPKLLIYDTSNLASGVPSRFSGSGSGTDYTFTISSLQPEDIATYYCQQWSSHIFTFGQGTKVEIK']. Result: 1 (developable). (4) The antibody is ['QVQLVESGGGLVQPGGSLRLSCATSGFTFTDYYMSWVRQPPGKALEWLGFIRNKANGYTTEYSASVKGRFTISRDNSQSILYLQMNTLRAEDSATYYCARDGSYAMDYWGQGTSVTVSS', 'ELVMTQTPLSLPVSLGDQASISCRSSQSIVHSNGNTYLEWYLQKPGQSPKLLIYKVSNRFSGVPDRFSGSGSGTDFTLKISRVEAEDLGVYYCFQGSHVPRTFGGGTKLEIK']. Result: 0 (not developable). (5) The antibody is ['EVQLQQSGTVLARPGASVKMSCEASGYTFTSYWMHWLKKRPGQGLEWIGTIYPGNSDSSYNQRFKGKAKLTAVTSTSTAYMELSSLTNEDSAVYYCTRERGLYYGGRSFDYWGQGTTLTVSS', 'DIQMTQTTSSLSASLGDRVTISCRASQDISNYLTWYQQKPDGTVKLLIYYTSKLHSGVPSRFSGSGSGTDYSLTISNLEQEDVANYFCQQGNSLPPTFGGGTKLEIK']. Result: 0 (not developable).